From a dataset of Catalyst prediction with 721,799 reactions and 888 catalyst types from USPTO. Predict which catalyst facilitates the given reaction. (1) Reactant: Cl.[NH:2]1[CH2:7][CH2:6][CH:5]([CH2:8][N:9]2[C:17]3[C:12](=[CH:13][CH:14]=[CH:15][C:16]=3[C:18]([NH:20][C@H:21]([C:23]3[CH:32]=[CH:31][C:26]([C:27]([O:29][CH3:30])=[O:28])=[CH:25][CH:24]=3)[CH3:22])=[O:19])[CH:11]=[CH:10]2)[CH2:4][CH2:3]1.C(O[BH-](OC(=O)C)OC(=O)C)(=O)C.[Na+].[CH:47](=O)[C:48]1[CH:53]=[CH:52][CH:51]=[CH:50][CH:49]=1.[OH-].[Na+]. Product: [CH2:47]([N:2]1[CH2:3][CH2:4][CH:5]([CH2:8][N:9]2[C:17]3[C:12](=[CH:13][CH:14]=[CH:15][C:16]=3[C:18]([NH:20][C@H:21]([C:23]3[CH:24]=[CH:25][C:26]([C:27]([O:29][CH3:30])=[O:28])=[CH:31][CH:32]=3)[CH3:22])=[O:19])[CH:11]=[CH:10]2)[CH2:6][CH2:7]1)[C:48]1[CH:53]=[CH:52][CH:51]=[CH:50][CH:49]=1. The catalyst class is: 229. (2) Reactant: [C:1]([O:8][CH3:9])(=[O:7])/[CH:2]=[CH:3]/[C:4]([O-:6])=[O:5].CO[CH2:12][N:13]([CH2:18][C:19]1[CH:24]=[CH:23][CH:22]=[CH:21][CH:20]=1)[Si](C)(C)C.[C:25](O)(C(F)(F)F)=O. Product: [CH3:9][O:8][C:1]([C@@H:2]1[C@@H:3]([C:4]([OH:6])=[O:5])[CH2:25][N:13]([CH2:18][C:19]2[CH:24]=[CH:23][CH:22]=[CH:21][CH:20]=2)[CH2:12]1)=[O:7]. The catalyst class is: 2.